This data is from Full USPTO retrosynthesis dataset with 1.9M reactions from patents (1976-2016). The task is: Predict the reactants needed to synthesize the given product. (1) Given the product [C:1]([O:5][C:6]([N:8]1[C:16]2[C:11](=[CH:12][C:13]([CH2:17][N:55]3[CH2:56][CH2:57][CH:52]([F:51])[CH2:53][CH2:54]3)=[CH:14][CH:15]=2)[CH:10]=[C:9]1[C:19]1[C:20](=[O:49])[N:21]([CH2:41][O:42][CH2:43][CH2:44][Si:45]([CH3:48])([CH3:47])[CH3:46])[CH:22]=[C:23]([NH:25][C:26]([C:28]2[CH:29]=[N:30][N:31]([CH2:33][C:34]3[CH:39]=[CH:38][C:37]([CH3:40])=[CH:36][CH:35]=3)[CH:32]=2)=[O:27])[CH:24]=1)=[O:7])([CH3:2])([CH3:3])[CH3:4], predict the reactants needed to synthesize it. The reactants are: [C:1]([O:5][C:6]([N:8]1[C:16]2[C:11](=[CH:12][C:13]([CH:17]=O)=[CH:14][CH:15]=2)[CH:10]=[C:9]1[C:19]1[C:20](=[O:49])[N:21]([CH2:41][O:42][CH2:43][CH2:44][Si:45]([CH3:48])([CH3:47])[CH3:46])[CH:22]=[C:23]([NH:25][C:26]([C:28]2[CH:29]=[N:30][N:31]([CH2:33][C:34]3[CH:39]=[CH:38][C:37]([CH3:40])=[CH:36][CH:35]=3)[CH:32]=2)=[O:27])[CH:24]=1)=[O:7])([CH3:4])([CH3:3])[CH3:2].Cl.[F:51][CH:52]1[CH2:57][CH2:56][NH:55][CH2:54][CH2:53]1.C(O[BH-](OC(=O)C)OC(=O)C)(=O)C.[Na+]. (2) Given the product [O:1]([CH2:8][C:9]1[CH:10]=[CH:11][C:12]([CH2:15][CH2:16][OH:17])=[CH:13][CH:14]=1)[C:2]1[CH:7]=[CH:6][CH:5]=[CH:4][CH:3]=1, predict the reactants needed to synthesize it. The reactants are: [O:1]([CH2:8][C:9]1[CH:14]=[CH:13][C:12]([CH2:15][C:16](O)=[O:17])=[CH:11][CH:10]=1)[C:2]1[CH:7]=[CH:6][CH:5]=[CH:4][CH:3]=1.[H-].[H-].[H-].[H-].[Li+].[Al+3]. (3) Given the product [F:1][C:2]1[CH:7]=[CH:6][C:5]([CH:8]2[CH2:9][CH2:10][N:11]([C:14]3[C:15]([N+:22]([O-:24])=[O:23])=[C:16]([O:21][CH2:31][C:32]([F:35])([F:34])[F:33])[N:17]=[C:18]([CH3:20])[N:19]=3)[CH2:12][CH2:13]2)=[CH:4][CH:3]=1, predict the reactants needed to synthesize it. The reactants are: [F:1][C:2]1[CH:7]=[CH:6][C:5]([CH:8]2[CH2:13][CH2:12][N:11]([C:14]3[N:19]=[C:18]([CH3:20])[NH:17][C:16](=[O:21])[C:15]=3[N+:22]([O-:24])=[O:23])[CH2:10][CH2:9]2)=[CH:4][CH:3]=1.FC(F)(F)S(O[CH2:31][C:32]([F:35])([F:34])[F:33])(=O)=O.[Na].C(=O)([O-])[O-].[K+].[K+]. (4) Given the product [CH3:19][C:2]1[CH:3]=[C:4]([CH:7]=[CH:8][C:9]=1[CH:10]1[N:15]2[CH:16]=[N:17][CH:18]=[C:14]2[CH2:13][CH2:12][CH2:11]1)[C:5]#[N:6], predict the reactants needed to synthesize it. The reactants are: Br[C:2]1[CH:3]=[C:4]([CH:7]=[CH:8][C:9]=1[CH:10]1[N:15]2[CH:16]=[N:17][CH:18]=[C:14]2[CH2:13][CH2:12][CH2:11]1)[C:5]#[N:6].[C:19]1(C)C=CC=CC=1. (5) Given the product [OH:20][C:18]1[CH:17]=[CH:16][C:14]2[N:15]=[C:10]([C:7]3[CH:8]=[CH:9][C:4]([C:1]([OH:3])=[O:2])=[CH:5][CH:6]=3)[N:11]=[N:12][C:13]=2[CH:19]=1, predict the reactants needed to synthesize it. The reactants are: [C:1]([C:4]1[CH:9]=[CH:8][C:7]([C:10]2[N:11]=[N+:12]([O-])[C:13]3[CH:19]=[C:18]([OH:20])[CH:17]=[CH:16][C:14]=3[N:15]=2)=[CH:6][CH:5]=1)([OH:3])=[O:2].[O-]S(S([O-])=O)=O.[Na+].[Na+]. (6) Given the product [F:23][C:18]1[CH:17]=[C:16]([CH2:15][C@H:14]([NH:24][C:25](=[O:31])[O:26][C:27]([CH3:30])([CH3:29])[CH3:28])[C:3]2[C:2]([C:37]3[CH:36]=[N:35][C:34]([NH:32][NH2:33])=[CH:39][CH:38]=3)=[CH:7][CH:6]=[C:5]([C:8]#[C:9][C:10]([OH:13])([CH3:12])[CH3:11])[N:4]=2)[CH:21]=[C:20]([F:22])[CH:19]=1, predict the reactants needed to synthesize it. The reactants are: Br[C:2]1[C:3]([C@@H:14]([NH:24][C:25](=[O:31])[O:26][C:27]([CH3:30])([CH3:29])[CH3:28])[CH2:15][C:16]2[CH:21]=[C:20]([F:22])[CH:19]=[C:18]([F:23])[CH:17]=2)=[N:4][C:5]([C:8]#[C:9][C:10]([OH:13])([CH3:12])[CH3:11])=[CH:6][CH:7]=1.[NH:32]([C:34]1[CH:39]=[CH:38][C:37](B2OC(C)(C)C(C)(C)O2)=[CH:36][N:35]=1)[NH2:33].C(=O)([O-])[O-].[K+].[K+].O1CCOCC1. (7) Given the product [C:1]1([C:7]2[CH:16]=[C:15]([Br:17])[CH:14]=[CH:13][C:8]=2[NH2:9])[CH:2]=[CH:3][CH:4]=[CH:5][CH:6]=1, predict the reactants needed to synthesize it. The reactants are: [C:1]1([C:7]2[CH:16]=[C:15]([Br:17])[CH:14]=[CH:13][C:8]=2[NH:9]C(=O)C)[CH:6]=[CH:5][CH:4]=[CH:3][CH:2]=1.Cl. (8) Given the product [CH2:26]([O:25][C:22]1[CH:23]=[CH:24][C:19]([NH:18][C:16]2[N:15]=[CH:14][N:13]=[C:12]3[NH:11][N:10]=[C:9]([O:8][CH2:7][CH2:6][N:38]4[CH2:39][CH2:40][CH:35]([OH:34])[CH2:36][CH2:37]4)[C:17]=23)=[CH:20][C:21]=1[CH3:33])[C:27]1[CH:28]=[CH:29][CH:30]=[CH:31][CH:32]=1, predict the reactants needed to synthesize it. The reactants are: CS(O[CH2:6][CH2:7][O:8][C:9]1[C:17]2[C:12](=[N:13][CH:14]=[N:15][C:16]=2[NH:18][C:19]2[CH:24]=[CH:23][C:22]([O:25][CH2:26][C:27]3[CH:32]=[CH:31][CH:30]=[CH:29][CH:28]=3)=[C:21]([CH3:33])[CH:20]=2)[NH:11][N:10]=1)(=O)=O.[OH:34][CH:35]1[CH2:40][CH2:39][NH:38][CH2:37][CH2:36]1.